This data is from Forward reaction prediction with 1.9M reactions from USPTO patents (1976-2016). The task is: Predict the product of the given reaction. (1) Given the reactants [NH:1]([C:41]([O:43][C:44]([CH3:47])([CH3:46])[CH3:45])=[O:42])[C@H:2]([C:18]([NH:20][C@H:21]([C:23]([NH:25][C@H:26]([C:37]([O:39][CH3:40])=[O:38])[CH2:27][C:28]1[C:36]2[C:31](=[CH:32][CH:33]=[CH:34][CH:35]=2)[NH:30][CH:29]=1)=[O:24])[CH3:22])=[O:19])[CH2:3][C:4]1[CH:9]=[CH:8][C:7]([O:10]CC2C=CC=CC=2)=[CH:6][CH:5]=1, predict the reaction product. The product is: [NH:1]([C:41]([O:43][C:44]([CH3:45])([CH3:47])[CH3:46])=[O:42])[C@H:2]([C:18]([NH:20][C@H:21]([C:23]([NH:25][C@H:26]([C:37]([O:39][CH3:40])=[O:38])[CH2:27][C:28]1[C:36]2[C:31](=[CH:32][CH:33]=[CH:34][CH:35]=2)[NH:30][CH:29]=1)=[O:24])[CH3:22])=[O:19])[CH2:3][C:4]1[CH:9]=[CH:8][C:7]([OH:10])=[CH:6][CH:5]=1. (2) Given the reactants [Br:1][C:2]1[C:10]([CH3:11])=[C:6]([C:7]([OH:9])=O)[C:5]([OH:12])=[C:4]([C:13]([CH3:16])([CH3:15])[CH3:14])[CH:3]=1.[F:17][C:18]([F:27])([F:26])[C:19]1[CH:25]=[CH:24][CH:23]=[CH:22][C:20]=1[NH2:21], predict the reaction product. The product is: [Br:1][C:2]1[C:10]([CH3:11])=[C:6]([C:5]([OH:12])=[C:4]([C:13]([CH3:16])([CH3:15])[CH3:14])[CH:3]=1)[C:7]([NH:21][C:20]1[CH:22]=[CH:23][CH:24]=[CH:25][C:19]=1[C:18]([F:17])([F:26])[F:27])=[O:9]. (3) Given the reactants [Br:1][C:2]1[CH:3]=[C:4]([CH3:18])[C:5]2[NH:6][C:7]3[C:12]([S:13][C:14]=2[CH:15]=1)=[CH:11][C:10]([Br:16])=[CH:9][C:8]=3[CH3:17].[CH3:19][C:20]([O:23][C:24](O[C:24]([O:23][C:20]([CH3:22])([CH3:21])[CH3:19])=[O:25])=[O:25])([CH3:22])[CH3:21], predict the reaction product. The product is: [Br:16][C:10]1[CH:9]=[C:8]([CH3:17])[C:7]2[N:6]([C:24]([O:23][C:20]([CH3:22])([CH3:21])[CH3:19])=[O:25])[C:5]3[C:14]([S:13][C:12]=2[CH:11]=1)=[CH:15][C:2]([Br:1])=[CH:3][C:4]=3[CH3:18]. (4) The product is: [OH:23][C:11]1[CH:12]=[CH:13][C:14]2[S:15][C:16]([C:19](=[O:21])[CH3:20])=[CH:17][C:18]=2[CH:10]=1. Given the reactants C(O[C:10]1[C:18]2[CH:17]=[C:16]([C:19](=[O:21])[CH3:20])[S:15][C:14]=2[CH:13]=[CH:12][CH:11]=1)(=O)C1C=CC=CC=1.C(=O)([O-])[O-:23].[K+].[K+].[OH-].[Na+], predict the reaction product. (5) Given the reactants Br[CH2:2][C:3]1([C:9]([O:11][CH3:12])=[O:10])[CH2:7][CH2:6][CH2:5][C:4]1=[O:8].C([SnH](CCCC)CCCC)CCC.CC(N=NC(C#N)(C)C)(C#N)C, predict the reaction product. The product is: [O:8]=[C:4]1[CH2:5][CH2:6][CH2:7][CH:3]([C:9]([O:11][CH3:12])=[O:10])[CH2:2]1. (6) Given the reactants [CH3:1][C:2]1[CH:6]=[C:5]([CH3:7])[NH:4][N:3]=1.[H-].[Na+].[Cl:10][C:11]1[S:12][C:13]([CH2:16]Cl)=[CH:14][N:15]=1, predict the reaction product. The product is: [Cl:10][C:11]1[S:12][C:13]([CH2:16][N:3]2[C:2]([CH3:1])=[CH:6][C:5]([CH3:7])=[N:4]2)=[CH:14][N:15]=1.